This data is from Reaction yield outcomes from USPTO patents with 853,638 reactions. The task is: Predict the reaction yield, written as a fraction of the theoretical maximum amount of product (1.0 means a 100% yield; for example, 0.34 means a 34% yield). (1) The yield is 0.550. The reactants are Br[C:2]1[CH:24]=[N:23][C:5]2[N:6]([CH3:22])[C:7](=[O:21])[N:8]([CH2:11][CH2:12][CH2:13][O:14][CH:15]3[CH2:20][CH2:19][CH2:18][CH2:17][O:16]3)[C:9](=[O:10])[C:4]=2[C:3]=1C(C1C=CC(Cl)=CC=1)O.C([O-])([O-])=O.[Cs+].[Cs+].CN(C)CC(O)=O.[CH:47]([C:50]1[CH:51]=[C:52]([OH:56])[CH:53]=[CH:54][CH:55]=1)([CH3:49])[CH3:48]. The product is [CH:47]([C:50]1[CH:51]=[C:52]([CH:53]=[CH:54][CH:55]=1)[O:56][C:2]1[CH:24]=[N:23][C:5]2[N:6]([CH3:22])[C:7](=[O:21])[N:8]([CH2:11][CH2:12][CH2:13][O:14][CH:15]3[CH2:20][CH2:19][CH2:18][CH2:17][O:16]3)[C:9](=[O:10])[C:4]=2[CH:3]=1)([CH3:49])[CH3:48]. The catalyst is O1CCOCC1.[Cu]I. (2) The reactants are [Br:1][CH2:2][CH2:3][CH2:4][CH2:5][CH2:6][CH2:7][CH2:8][CH2:9][C:10]#[C:11][CH2:12][CH3:13].[N:14]1[CH:19]=[CH:18][C:17]([CH3:20])=[CH:16][CH:15]=1. The catalyst is C(#N)C. The product is [Br-:1].[CH2:2]([N+:14]1[CH:19]=[CH:18][C:17]([CH3:20])=[CH:16][CH:15]=1)[CH2:3][CH2:4][CH2:5][CH2:6][CH2:7][CH2:8][CH2:9][C:10]#[C:11][CH2:12][CH3:13]. The yield is 0.820.